Dataset: Forward reaction prediction with 1.9M reactions from USPTO patents (1976-2016). Task: Predict the product of the given reaction. (1) Given the reactants [CH:1]([C:3]1[S:7][C:6]([NH:8][CH2:9][CH2:10][CH2:11][NH:12][C:13](=[O:34])[C@@H:14]([NH:16][C:17](=[O:33])[C@@H:18]([NH:20][C:21](=[O:32])[C@@H:22]([NH:24][C:25](=[O:31])[O:26][C:27]([CH3:30])([CH3:29])[CH3:28])[CH3:23])[CH3:19])[CH3:15])=[N:5][CH:4]=1)=[O:2].[BH4-].[Na+], predict the reaction product. The product is: [OH:2][CH2:1][C:3]1[S:7][C:6]([NH:8][CH2:9][CH2:10][CH2:11][NH:12][C:13](=[O:34])[C@@H:14]([NH:16][C:17](=[O:33])[C@@H:18]([NH:20][C:21](=[O:32])[C@@H:22]([NH:24][C:25](=[O:31])[O:26][C:27]([CH3:29])([CH3:28])[CH3:30])[CH3:23])[CH3:19])[CH3:15])=[N:5][CH:4]=1. (2) Given the reactants [C:1]([O:4][C@H:5]1[C@H:10]([N:11]=[C:12]=[S:13])[C@@H:9]([O:14][C:15](=[O:17])[CH3:16])[C@H:8]([O:18][C:19](=[O:21])[CH3:20])[C@@H:7]([CH2:22][O:23][C:24](=[O:26])[CH3:25])[O:6]1)(=[O:3])[CH3:2].[F:27][CH2:28][CH2:29][NH2:30], predict the reaction product. The product is: [C:1]([O:4][C@H:5]1[C@H:10]([NH:11][C:12]([NH:30][CH2:29][CH2:28][F:27])=[S:13])[C@@H:9]([O:14][C:15](=[O:17])[CH3:16])[C@H:8]([O:18][C:19](=[O:21])[CH3:20])[C@@H:7]([CH2:22][O:23][C:24](=[O:26])[CH3:25])[O:6]1)(=[O:3])[CH3:2]. (3) Given the reactants [C:1]([O:8][C:9]([CH3:12])([CH3:11])[CH3:10])(=[O:7])[CH2:2][C:3]([O:5][CH3:6])=[O:4].[H-].[Na+].[H][H].[F:17][C:18]1[C:25]([CH3:26])=[C:24](F)[CH:23]=[CH:22][C:19]=1[C:20]#[N:21], predict the reaction product. The product is: [C:20]([C:19]1[CH:22]=[CH:23][C:24]([CH:2]([C:3]([O:5][CH3:6])=[O:4])[C:1]([O:8][C:9]([CH3:12])([CH3:11])[CH3:10])=[O:7])=[C:25]([CH3:26])[C:18]=1[F:17])#[N:21]. (4) The product is: [O:4]=[C:5]1[CH2:3][CH:6]2[CH2:7][C:8]3([NH:15][C:16](=[O:22])[O:17][C:18]([CH3:20])([CH3:19])[CH3:21])[CH2:9][CH:10]([CH2:11][CH:12]1[CH2:13]3)[CH2:14]2. Given the reactants [N+](=[CH2:3])=[N-].[O:4]=[C:5]1[CH:12]2[CH2:13][C:8]3([NH:15][C:16](=[O:22])[O:17][C:18]([CH3:21])([CH3:20])[CH3:19])[CH2:9][CH:10]([CH2:14][CH:6]1[CH2:7]3)[CH2:11]2.[OH-].[K+], predict the reaction product. (5) Given the reactants C(O)(=O)C(O)=O.[F:7][C:8]1[CH:13]=[CH:12][C:11]([CH:14]2[O:19][CH2:18][CH2:17][NH:16][CH2:15]2)=[CH:10][CH:9]=1.C(N(CC)CC)C.[F:27][C:28]([F:33])([F:32])[C@@H:29]1[CH2:31][O:30]1, predict the reaction product. The product is: [F:27][C:28]([F:33])([F:32])[C@@H:29]([OH:30])[CH2:31][N:16]1[CH2:17][CH2:18][O:19][CH:14]([C:11]2[CH:10]=[CH:9][C:8]([F:7])=[CH:13][CH:12]=2)[CH2:15]1. (6) Given the reactants [CH3:1][S:2]([O:5]C)(=[O:4])=[O:3].[CH3:7][N+:8]1[CH:12]=[CH:11][NH:10][CH:9]=1, predict the reaction product. The product is: [CH3:1][S:2]([O-:5])(=[O:4])=[O:3].[CH3:7][N+:8]1[CH:12]=[CH:11][N:10]([CH3:1])[CH:9]=1. (7) Given the reactants [Br:1][C:2]1[N:3]([CH3:31])[C:4]([CH:10]([C:24]2[CH:29]=[CH:28][C:27]([Cl:30])=[CH:26][CH:25]=2)[NH:11][C:12]2[CH:13]=[C:14]([O:22][CH3:23])[C:15]3[N:16]([C:18]([CH3:21])=[N:19][N:20]=3)[CH:17]=2)=[C:5]([C:7]([OH:9])=O)[N:6]=1, predict the reaction product. The product is: [Br:1][C:2]1[N:3]([CH3:31])[C:4]2[CH:10]([C:24]3[CH:29]=[CH:28][C:27]([Cl:30])=[CH:26][CH:25]=3)[N:11]([C:12]3[CH:13]=[C:14]([O:22][CH3:23])[C:15]4[N:16]([C:18]([CH3:21])=[N:19][N:20]=4)[CH:17]=3)[C:7](=[O:9])[C:5]=2[N:6]=1. (8) Given the reactants C(N(CC)CC)C.[N:8]1([C:13]2[CH:21]=[CH:20][CH:19]=[CH:18][C:14]=2[C:15]([NH2:17])=O)[CH:12]=[N:11][N:10]=[N:9]1, predict the reaction product. The product is: [N:8]1([C:13]2[CH:21]=[CH:20][CH:19]=[CH:18][C:14]=2[C:15]#[N:17])[CH:12]=[N:11][N:10]=[N:9]1. (9) Given the reactants [F:1][C@:2]1([CH3:19])[C@H:6]([OH:7])[C@@:5]([F:10])([CH2:8][OH:9])[O:4][C@H:3]1[N:11]1[CH:16]=[CH:15][C:14](=[O:17])[NH:13][C:12]1=[O:18].C([Mg]Cl)(C)(C)C.Cl[C:27]1[C:36]2[C:31](=[CH:32][CH:33]=[CH:34][CH:35]=2)[CH:30]=[CH:29][C:28]=1[O:37][P:38](=[N:40][C@@H:41]([CH3:48])[C:42]([O:44][CH:45]([CH3:47])[CH3:46])=[O:43])=[O:39].CO, predict the reaction product. The product is: [CH:45]([O:44][C:42](=[O:43])[C@@H:41]([N:40]=[P:38]([O:37][C:28]1[CH:29]=[CH:30][C:31]2[C:36](=[CH:35][CH:34]=[CH:33][CH:32]=2)[C:27]=1[O:9][CH2:8][C@:5]1([F:10])[C@@H:6]([OH:7])[C@:2]([F:1])([CH3:19])[C@H:3]([N:11]2[CH:16]=[CH:15][C:14](=[O:17])[NH:13][C:12]2=[O:18])[O:4]1)=[O:39])[CH3:48])([CH3:46])[CH3:47]. (10) Given the reactants [F:1][C:2]1[C:22]([F:23])=[CH:21][CH:20]=[CH:19][C:3]=1[CH2:4][N:5]1[C:9]2=[N:10][C:11]([CH3:15])=[C:12]([F:14])[CH:13]=[C:8]2[C:7]([C:16](=[NH:18])[NH2:17])=[N:6]1.C([N:26](CC)CC)C.O.NN.[Cl-].[Na+], predict the reaction product. The product is: [F:1][C:2]1[C:22]([F:23])=[CH:21][CH:20]=[CH:19][C:3]=1[CH2:4][N:5]1[C:9]2=[N:10][C:11]([CH3:15])=[C:12]([F:14])[CH:13]=[C:8]2[C:7]([C:16](=[NH:17])[NH:18][NH2:26])=[N:6]1.